This data is from NCI-60 drug combinations with 297,098 pairs across 59 cell lines. The task is: Regression. Given two drug SMILES strings and cell line genomic features, predict the synergy score measuring deviation from expected non-interaction effect. (1) Drug 1: N.N.Cl[Pt+2]Cl. Drug 2: CC1C(C(CC(O1)OC2CC(CC3=C2C(=C4C(=C3O)C(=O)C5=CC=CC=C5C4=O)O)(C(=O)C)O)N)O. Cell line: PC-3. Synergy scores: CSS=54.9, Synergy_ZIP=0.167, Synergy_Bliss=1.43, Synergy_Loewe=-42.4, Synergy_HSA=3.55. (2) Drug 1: C1CC(C1)(C(=O)O)C(=O)O.[NH2-].[NH2-].[Pt+2]. Drug 2: C1=NC(=NC(=O)N1C2C(C(C(O2)CO)O)O)N. Cell line: NCI-H226. Synergy scores: CSS=18.4, Synergy_ZIP=-6.51, Synergy_Bliss=-1.97, Synergy_Loewe=-38.8, Synergy_HSA=-3.03. (3) Drug 1: CC1OCC2C(O1)C(C(C(O2)OC3C4COC(=O)C4C(C5=CC6=C(C=C35)OCO6)C7=CC(=C(C(=C7)OC)O)OC)O)O. Drug 2: C1=CC(=CC=C1CC(C(=O)O)N)N(CCCl)CCCl.Cl. Cell line: SW-620. Synergy scores: CSS=52.7, Synergy_ZIP=3.70, Synergy_Bliss=5.56, Synergy_Loewe=-0.904, Synergy_HSA=6.72. (4) Synergy scores: CSS=10.1, Synergy_ZIP=-2.53, Synergy_Bliss=0.945, Synergy_Loewe=-3.50, Synergy_HSA=-1.34. Drug 1: C1=NNC2=C1C(=O)NC=N2. Cell line: NCI-H226. Drug 2: N.N.Cl[Pt+2]Cl. (5) Drug 1: CC1C(C(CC(O1)OC2CC(CC3=C2C(=C4C(=C3O)C(=O)C5=C(C4=O)C(=CC=C5)OC)O)(C(=O)C)O)N)O.Cl. Drug 2: CN(C)C1=NC(=NC(=N1)N(C)C)N(C)C. Cell line: 786-0. Synergy scores: CSS=30.7, Synergy_ZIP=-5.74, Synergy_Bliss=2.53, Synergy_Loewe=-28.2, Synergy_HSA=0.0837. (6) Drug 1: CCC1(CC2CC(C3=C(CCN(C2)C1)C4=CC=CC=C4N3)(C5=C(C=C6C(=C5)C78CCN9C7C(C=CC9)(C(C(C8N6C)(C(=O)OC)O)OC(=O)C)CC)OC)C(=O)OC)O.OS(=O)(=O)O. Drug 2: CCCCCOC(=O)NC1=NC(=O)N(C=C1F)C2C(C(C(O2)C)O)O. Cell line: 786-0. Synergy scores: CSS=4.57, Synergy_ZIP=7.92, Synergy_Bliss=17.9, Synergy_Loewe=-1.50, Synergy_HSA=-2.48.